Dataset: Forward reaction prediction with 1.9M reactions from USPTO patents (1976-2016). Task: Predict the product of the given reaction. Given the reactants Br[C:2]1[CH:7]=[CH:6][CH:5]=[C:4]([F:8])[N:3]=1.[CH2:9]([C:13]1[S:14][C:15]2[CH:21]=[CH:20][CH:19]=[CH:18][C:16]=2[N:17]=1)[CH2:10][C:11]#[CH:12], predict the reaction product. The product is: [F:8][C:4]1[N:3]=[C:2]([C:12]#[C:11][CH2:10][CH2:9][C:13]2[S:14][C:15]3[CH:21]=[CH:20][CH:19]=[CH:18][C:16]=3[N:17]=2)[CH:7]=[CH:6][CH:5]=1.